This data is from Full USPTO retrosynthesis dataset with 1.9M reactions from patents (1976-2016). The task is: Predict the reactants needed to synthesize the given product. (1) Given the product [Cl:1][C:2]1[CH:3]=[C:4]([CH:8]=[C:9]([Cl:12])[C:10]=1[F:11])[C:5]([OH:27])=[O:6], predict the reactants needed to synthesize it. The reactants are: [Cl:1][C:2]1[CH:3]=[C:4]([CH:8]=[C:9]([Cl:12])[C:10]=1[F:11])[C:5](Cl)=[O:6].ClC1C=C(C(F)(F)F)C=C(Cl)C=1F.S(=O)(=O)(O)[OH:27].ClS(O)(=O)=O. (2) The reactants are: [Cl:1][CH2:2][CH2:3][CH2:4][O:5][C:6]1[C:15]([O:16][CH3:17])=[CH:14][C:9]([C:10]([O:12][CH3:13])=[O:11])=[C:8]([N+:18]([O-])=O)[CH:7]=1.[NH4+].[Cl-]. Given the product [NH2:18][C:8]1[CH:7]=[C:6]([O:5][CH2:4][CH2:3][CH2:2][Cl:1])[C:15]([O:16][CH3:17])=[CH:14][C:9]=1[C:10]([O:12][CH3:13])=[O:11], predict the reactants needed to synthesize it. (3) Given the product [Br:14][C:15]1[CH:20]=[C:19]([N:12]2[C:11]3[CH:10]=[CH:9][CH:8]=[CH:7][C:6]=3[C:5]3[C:13]2=[CH:1][CH:2]=[CH:3][CH:4]=3)[CH:18]=[C:17]([Br:22])[CH:16]=1, predict the reactants needed to synthesize it. The reactants are: [CH:1]1[C:13]2[NH:12][C:11]3[C:6](=[CH:7][CH:8]=[CH:9][CH:10]=3)[C:5]=2[CH:4]=[CH:3][CH:2]=1.[Br:14][C:15]1[CH:20]=[C:19](Br)[CH:18]=[C:17]([Br:22])[CH:16]=1.O.N1C2C(=CC=C3C=2N=CC=C3)C=CC=1.C(=O)([O-])[O-].[K+].[K+].